Dataset: Forward reaction prediction with 1.9M reactions from USPTO patents (1976-2016). Task: Predict the product of the given reaction. (1) The product is: [CH2:1]([O:3][C:4]([C:6]1([NH:15][C:16](=[O:25])[C:17]2[CH:22]=[CH:21][CH:20]=[C:19]([CH3:23])[C:18]=2[C:26]2[CH2:31][CH2:30][CH2:29][CH2:28][CH:27]=2)[CH2:14][C:13]2[C:8](=[CH:9][CH:10]=[CH:11][CH:12]=2)[CH2:7]1)=[O:5])[CH3:2]. Given the reactants [CH2:1]([O:3][C:4]([C:6]1([NH:15][C:16](=[O:25])[C:17]2[CH:22]=[CH:21][CH:20]=[C:19]([CH3:23])[C:18]=2I)[CH2:14][C:13]2[C:8](=[CH:9][CH:10]=[CH:11][CH:12]=2)[CH2:7]1)=[O:5])[CH3:2].[C:26]1(B2OC(C)(C)C(C)(C)O2)[CH2:31][CH2:30][CH2:29][CH2:28][CH:27]=1.C([O-])([O-])=O.[K+].[K+], predict the reaction product. (2) Given the reactants C([NH:8][C@H:9]([C:13]([OH:15])=O)[CH2:10][CH2:11][OH:12])(OC(C)(C)C)=O.C1C=C2N=NN(O)C2=CC=1.O.N=C=N.[NH2:30][CH2:31][CH2:32][CH2:33][C:34]#[C:35][C:36]1[CH:37]=[C:38]([CH:53]=[CH:54][CH:55]=1)[O:39][CH:40]1[CH2:45][CH2:44][N:43](C(OC(C)(C)C)=O)[CH2:42][CH2:41]1.CC[NH+](CC)CC.CC[NH+](CC)CC.C([O-])([O-])=O, predict the reaction product. The product is: [NH2:8][C@@H:9]([CH2:10][CH2:11][OH:12])[C:13]([NH:30][CH2:31][CH2:32][CH2:33][C:34]#[C:35][C:36]1[CH:55]=[CH:54][CH:53]=[C:38]([O:39][CH:40]2[CH2:45][CH2:44][NH:43][CH2:42][CH2:41]2)[CH:37]=1)=[O:15]. (3) The product is: [Br:1][C:2]1[CH:10]=[CH:9][C:5]([C:6]([N:21]([O:20][CH3:19])[CH3:22])=[O:7])=[CH:4][CH:3]=1. Given the reactants [Br:1][C:2]1[CH:10]=[CH:9][C:5]([C:6](Cl)=[O:7])=[CH:4][CH:3]=1.C(N(CC)CC)C.Cl.[CH3:19][O:20][NH:21][CH3:22], predict the reaction product. (4) Given the reactants [NH2:1][CH2:2][C:3]1[N:8]=[CH:7][C:6]([CH:9]([CH3:30])[C:10]([NH:12][CH2:13][C:14]2[N:18]([C:19]3[CH:24]=[CH:23][CH:22]=[C:21]([Cl:25])[CH:20]=3)[N:17]=[C:16]([C:26]([F:29])([F:28])[F:27])[CH:15]=2)=[O:11])=[CH:5][CH:4]=1.[CH3:31][S:32](Cl)(=[O:34])=[O:33].C(N(CC)CC)C, predict the reaction product. The product is: [Cl:25][C:21]1[CH:20]=[C:19]([N:18]2[C:14]([CH2:13][NH:12][C:10](=[O:11])[CH:9]([C:6]3[CH:7]=[N:8][C:3]([CH2:2][NH:1][S:32]([CH3:31])(=[O:34])=[O:33])=[CH:4][CH:5]=3)[CH3:30])=[CH:15][C:16]([C:26]([F:29])([F:28])[F:27])=[N:17]2)[CH:24]=[CH:23][CH:22]=1. (5) Given the reactants [NH:1]([C:32]([C:45]1[CH:50]=[CH:49][CH:48]=[CH:47][CH:46]=1)([C:39]1[CH:44]=[CH:43][CH:42]=[CH:41][CH:40]=1)[C:33]1[CH:38]=[CH:37][CH:36]=[CH:35][CH:34]=1)[CH2:2][C:3]([NH:5][CH2:6][C:7]([NH:9][C@H:10]([C:18]([NH:20][CH2:21][C:22]([O:24]CC1C=CC=CC=1)=[O:23])=[O:19])[CH2:11][C:12]1[CH:17]=[CH:16][CH:15]=[CH:14][CH:13]=1)=[O:8])=[O:4].C1CC=CCC=1, predict the reaction product. The product is: [NH:1]([C:32]([C:45]1[CH:50]=[CH:49][CH:48]=[CH:47][CH:46]=1)([C:39]1[CH:40]=[CH:41][CH:42]=[CH:43][CH:44]=1)[C:33]1[CH:34]=[CH:35][CH:36]=[CH:37][CH:38]=1)[CH2:2][C:3]([NH:5][CH2:6][C:7]([NH:9][C@H:10]([C:18]([NH:20][CH2:21][C:22]([OH:24])=[O:23])=[O:19])[CH2:11][C:12]1[CH:13]=[CH:14][CH:15]=[CH:16][CH:17]=1)=[O:8])=[O:4]. (6) Given the reactants C(OC([N:8]1[CH2:13][CH2:12][C:11](=[CH:14][C:15]2[S:16][C:17]3[CH:23]=[CH:22][CH:21]=[CH:20][C:18]=3[CH:19]=2)[CH2:10][CH2:9]1)=O)(C)(C)C.C(O)(C(F)(F)F)=O, predict the reaction product. The product is: [S:16]1[C:17]2[CH:23]=[CH:22][CH:21]=[CH:20][C:18]=2[CH:19]=[C:15]1[CH:14]=[C:11]1[CH2:10][CH2:9][NH:8][CH2:13][CH2:12]1. (7) Given the reactants [Cl:1][C:2]1[CH:7]=[CH:6][C:5]([C:8]2[S:9][C:10]([CH3:17])([CH3:16])[CH:11]([C:13]([OH:15])=O)[N:12]=2)=[CH:4][CH:3]=1.[NH2:18][C:19]1[C:26]([F:27])=[CH:25][C:22]([C:23]#[N:24])=[C:21]([F:28])[CH:20]=1.CCN(C(C)C)C(C)C.C1CN([P+](Br)(N2CCCC2)N2CCCC2)CC1.F[P-](F)(F)(F)(F)F, predict the reaction product. The product is: [C:23]([C:22]1[C:21]([F:28])=[CH:20][C:19]([NH:18][C:13]([CH:11]2[C:10]([CH3:17])([CH3:16])[S:9][C:8]([C:5]3[CH:4]=[CH:3][C:2]([Cl:1])=[CH:7][CH:6]=3)=[N:12]2)=[O:15])=[C:26]([F:27])[CH:25]=1)#[N:24]. (8) Given the reactants [C:1]([C:5]1[S:9]/[C:8](=[N:10]\[C:11](=O)[C:12]2[CH:17]=[C:16]([C:18]([F:21])([F:20])[F:19])[CH:15]=[CH:14][C:13]=2[O:22][CH2:23][C@@H:24]2[CH2:28][CH2:27][CH2:26][N:25]2[CH3:29])/[N:7]([CH2:31][C@H:32]2[CH2:36][CH2:35][CH2:34][O:33]2)[CH:6]=1)([CH3:4])([CH3:3])[CH3:2].COC1C=CC(P2(SP(C3C=CC(OC)=CC=3)(=S)S2)=[S:46])=CC=1, predict the reaction product. The product is: [C:1]([C:5]1[S:9]/[C:8](=[N:10]\[C:11]([C:12]2[CH:17]=[C:16]([C:18]([F:21])([F:20])[F:19])[CH:15]=[CH:14][C:13]=2[O:22][CH2:23][C@@H:24]2[CH2:28][CH2:27][CH2:26][N:25]2[CH3:29])=[S:46])/[N:7]([CH2:31][C@H:32]2[CH2:36][CH2:35][CH2:34][O:33]2)[CH:6]=1)([CH3:4])([CH3:3])[CH3:2]. (9) Given the reactants Cl[C:2]1[C:7]([C:8]([NH2:10])=[O:9])=[CH:6][N:5]=[C:4](Cl)C=1.[O:12]([C:19]1[CH:24]=[CH:23][C:22]([OH:25])=[CH:21][CH:20]=1)[C:13]1[CH:18]=[CH:17][CH:16]=[CH:15][CH:14]=1.C([NH:33][CH:34]1[CH2:37][C:36]2([CH2:41][CH2:40][NH:39][CH2:38]2)[CH2:35]1)(OC(C)(C)C)=O.[C:42]([OH:46])(=O)[CH:43]=[CH2:44].C(C1C=CC(C2CCN(C(OC(C)(C)C)=O)CC=2)=NC=1NC1C=CC(CCN2CCCC2)=CC=1)(=O)[NH2:48], predict the reaction product. The product is: [C:42]([N:39]1[CH2:40][CH2:41][C:36]2([CH2:35][CH:34]([NH:33][C:4]3[N:5]=[C:6]([O:25][C:22]4[CH:21]=[CH:20][C:19]([O:12][C:13]5[CH:18]=[CH:17][CH:16]=[CH:15][CH:14]=5)=[CH:24][CH:23]=4)[C:7]([C:8]([NH2:10])=[O:9])=[CH:2][N:48]=3)[CH2:37]2)[CH2:38]1)(=[O:46])[CH:43]=[CH2:44]. (10) Given the reactants [CH2:1]([O:3][C:4]([C:6]1[CH:10]=[C:9]([OH:11])[N:8]([CH2:12][C:13]([O:15][CH2:16][CH3:17])=[O:14])[N:7]=1)=[O:5])[CH3:2].[CH2:18](O)[C:19]([CH3:22])([CH3:21])[CH3:20].C1(P(C2C=CC=CC=2)C2C=CC=CC=2)C=CC=CC=1.N(C(OC(C)C)=O)=NC(OC(C)C)=O, predict the reaction product. The product is: [CH2:1]([O:3][C:4]([C:6]1[CH:10]=[C:9]([O:11][CH2:18][C:19]([CH3:22])([CH3:21])[CH3:20])[N:8]([CH2:12][C:13]([O:15][CH2:16][CH3:17])=[O:14])[N:7]=1)=[O:5])[CH3:2].